Dataset: Forward reaction prediction with 1.9M reactions from USPTO patents (1976-2016). Task: Predict the product of the given reaction. (1) Given the reactants [CH2:1]([NH:8][C:9](=[O:32])[CH:10]([N:14]1[C:18]2[CH:19]=[C:20]([F:24])[C:21]([F:23])=[CH:22][C:17]=2[N:16]=[C:15]1[C:25]1[CH:30]=[CH:29][C:28]([Cl:31])=[CH:27][CH:26]=1)[CH:11]1[CH2:13][CH2:12]1)[C:2]1[CH:7]=[CH:6][CH:5]=[CH:4][CH:3]=1.C(O)(=O)C.C(OC(=O)C)(=O)C.[N:44]([O-])=[O:45].[Na+], predict the reaction product. The product is: [CH2:1]([N:8]([N:44]=[O:45])[C:9](=[O:32])[CH:10]([N:14]1[C:18]2[CH:19]=[C:20]([F:24])[C:21]([F:23])=[CH:22][C:17]=2[N:16]=[C:15]1[C:25]1[CH:26]=[CH:27][C:28]([Cl:31])=[CH:29][CH:30]=1)[CH:11]1[CH2:13][CH2:12]1)[C:2]1[CH:3]=[CH:4][CH:5]=[CH:6][CH:7]=1. (2) Given the reactants CC1C=CC(S(O[CH2:12][CH:13]2[O:18][C:17]3[CH:19]=[C:20]([F:24])[CH:21]=[C:22]([F:23])[C:16]=3[O:15][CH2:14]2)(=O)=O)=CC=1.[CH3:25][CH:26]([NH2:28])[CH3:27], predict the reaction product. The product is: [F:23][C:22]1[C:16]2[O:15][CH2:14][CH:13]([CH2:12][NH:28][CH:26]([CH3:27])[CH3:25])[O:18][C:17]=2[CH:19]=[C:20]([F:24])[CH:21]=1. (3) Given the reactants [Br-:1].C([O:9][C:10]1[CH:45]=[CH:44][C:13]([C:14]([NH:16][CH2:17][CH2:18][N+:19]23[CH2:26][CH2:25][CH:22]([CH2:23][CH2:24]2)[C@@H:21]([O:27][C:28](=[O:43])[C:29]([OH:42])([C:36]2[CH:41]=[CH:40][CH:39]=[CH:38][CH:37]=2)[C:30]2[CH:35]=[CH:34][CH:33]=[CH:32][CH:31]=2)[CH2:20]3)=[O:15])=[CH:12][CH:11]=1)C1C=CC=CC=1, predict the reaction product. The product is: [Br-:1].[OH:9][C:10]1[CH:11]=[CH:12][C:13]([C:14]([NH:16][CH2:17][CH2:18][N+:19]23[CH2:24][CH2:23][CH:22]([CH2:25][CH2:26]2)[C@@H:21]([O:27][C:28](=[O:43])[C:29]([OH:42])([C:36]2[CH:37]=[CH:38][CH:39]=[CH:40][CH:41]=2)[C:30]2[CH:35]=[CH:34][CH:33]=[CH:32][CH:31]=2)[CH2:20]3)=[O:15])=[CH:44][CH:45]=1. (4) Given the reactants [Cl:1][C:2]1[CH:7]=[CH:6][C:5]([CH:8]([O:27][CH2:28][C:29]#[CH:30])[C:9]([NH:11][C:12]2[CH:17]=[CH:16][CH:15]=[CH:14][C:13]=2[C:18]2[CH:23]=[CH:22][C:21]([OH:24])=[C:20]([O:25][CH3:26])[CH:19]=2)=[O:10])=[CH:4][CH:3]=1.C[O-].[Na+].[CH2:34](Cl)[C:35]#[C:36][CH2:37][CH3:38].C(OCC)(=O)C, predict the reaction product. The product is: [Cl:1][C:2]1[CH:3]=[CH:4][C:5]([CH:8]([O:27][CH2:28][C:29]#[CH:30])[C:9]([NH:11][C:12]2[CH:17]=[CH:16][CH:15]=[CH:14][C:13]=2[C:18]2[CH:23]=[CH:22][C:21]([O:24][CH2:34][C:35]#[C:36][CH2:37][CH3:38])=[C:20]([O:25][CH3:26])[CH:19]=2)=[O:10])=[CH:6][CH:7]=1. (5) Given the reactants [CH2:1]([C:3]1[N:8]=[C:7]2[N:9]([C:12]3[CH:17]=[CH:16][CH:15]=C[CH:13]=3)[N:10]=[CH:11][C:6]2=[C:5]([NH2:18])[N:4]=1)[CH3:2].C(C1N=C2NN=CC2=C(N)[N:22]=1)C.IC1C=NC=CC=1, predict the reaction product. The product is: [CH2:1]([C:3]1[N:8]=[C:7]2[N:9]([C:12]3[CH:13]=[N:22][CH:15]=[CH:16][CH:17]=3)[N:10]=[CH:11][C:6]2=[C:5]([NH2:18])[N:4]=1)[CH3:2]. (6) Given the reactants [C:1]([O:5][C:6]([N:8]1[CH2:12][CH2:11][C@H:10]([O:13][Si:14]([C:17]([CH3:20])([CH3:19])[CH3:18])([CH3:16])[CH3:15])[C@H:9]1[CH2:21][OH:22])=[O:7])([CH3:4])([CH3:3])[CH3:2].CC(OI1(OC(C)=O)(OC(C)=O)OC(=O)C2C=CC=CC1=2)=O, predict the reaction product. The product is: [C:1]([O:5][C:6]([N:8]1[CH2:12][CH2:11][C@H:10]([O:13][Si:14]([C:17]([CH3:20])([CH3:19])[CH3:18])([CH3:16])[CH3:15])[C@H:9]1[CH:21]=[O:22])=[O:7])([CH3:4])([CH3:3])[CH3:2]. (7) Given the reactants C(OC([NH:8][C:9]1[CH:10]=[C:11]([CH:22]=[CH:23][CH:24]=1)[CH2:12][C:13]1[CH:14]=[C:15]([C:18]([O:20][CH3:21])=[O:19])[S:16][CH:17]=1)=O)(C)(C)C.CCOC(C)=O.Cl.C([O-])(O)=O.[Na+], predict the reaction product. The product is: [NH2:8][C:9]1[CH:10]=[C:11]([CH:22]=[CH:23][CH:24]=1)[CH2:12][C:13]1[CH:14]=[C:15]([C:18]([O:20][CH3:21])=[O:19])[S:16][CH:17]=1.